Dataset: Full USPTO retrosynthesis dataset with 1.9M reactions from patents (1976-2016). Task: Predict the reactants needed to synthesize the given product. (1) Given the product [C:19]([N:22]1[C:30]2[C:25](=[CH:26][CH:27]=[CH:28][CH:29]=2)[C:24]([CH2:31][NH:18][CH:14]2[CH2:15][CH2:16][CH2:17][CH:12]([NH:11][C:2]3[CH:3]=[CH:4][C:5]4[C:10](=[CH:9][CH:8]=[CH:7][CH:6]=4)[N:1]=3)[CH2:13]2)=[CH:23]1)(=[O:21])[CH3:20], predict the reactants needed to synthesize it. The reactants are: [N:1]1[C:10]2[C:5](=[CH:6][CH:7]=[CH:8][CH:9]=2)[CH:4]=[CH:3][C:2]=1[NH:11][CH:12]1[CH2:17][CH2:16][CH2:15][CH:14]([NH2:18])[CH2:13]1.[C:19]([N:22]1[C:30]2[C:25](=[CH:26][CH:27]=[CH:28][CH:29]=2)[C:24]([CH:31]=O)=[CH:23]1)(=[O:21])[CH3:20].[BH3-]C#N.[Na+]. (2) Given the product [C:33]([NH:1][CH2:2][C:3]1[N:8]=[CH:7][C:6]([C:9]2[CH:10]=[CH:11][C:12]([C@@H:15]([OH:25])[C@H:16]([NH:19][C:20](=[O:24])[CH:21]([Cl:23])[Cl:22])[CH2:17][F:18])=[CH:13][CH:14]=2)=[CH:5][CH:4]=1)(=[O:35])[CH3:34], predict the reactants needed to synthesize it. The reactants are: [NH2:1][CH2:2][C:3]1[N:8]=[CH:7][C:6]([C:9]2[CH:14]=[CH:13][C:12]([C@@H:15]([OH:25])[C@H:16]([NH:19][C:20](=[O:24])[CH:21]([Cl:23])[Cl:22])[CH2:17][F:18])=[CH:11][CH:10]=2)=[CH:5][CH:4]=1.C(N(CC)CC)C.[C:33](OC(=O)C)(=[O:35])[CH3:34]. (3) Given the product [Br:1][C:2]1[CH:3]=[CH:4][C:5]([C:8]2[CH:13]=[CH:12][C:11]([O:14][CH2:25][C:22]3[S:23][CH:24]=[C:20]([C:18]([OH:19])=[O:17])[N:21]=3)=[CH:10][CH:9]=2)=[CH:6][CH:7]=1, predict the reactants needed to synthesize it. The reactants are: [Br:1][C:2]1[CH:7]=[CH:6][C:5]([C:8]2[CH:13]=[CH:12][C:11]([OH:14])=[CH:10][CH:9]=2)=[CH:4][CH:3]=1.C([O:17][C:18]([C:20]1[N:21]=[C:22]([CH2:25]Br)[S:23][CH:24]=1)=[O:19])C. (4) The reactants are: [NH:1]1[C:9]2[C:4](=[CH:5][CH:6]=[CH:7][CH:8]=2)[C:3]([C:10]([OH:12])=[O:11])=[CH:2]1.[H-].[Na+].[Br:15][C:16]1[CH:23]=[CH:22][C:19]([CH2:20]Br)=[C:18]([F:24])[CH:17]=1. Given the product [Br:15][C:16]1[CH:23]=[CH:22][C:19]([CH2:20][N:1]2[C:9]3[C:4](=[CH:5][CH:6]=[CH:7][CH:8]=3)[C:3]([C:10]([OH:12])=[O:11])=[CH:2]2)=[C:18]([F:24])[CH:17]=1, predict the reactants needed to synthesize it.